Predict which catalyst facilitates the given reaction. From a dataset of Catalyst prediction with 721,799 reactions and 888 catalyst types from USPTO. (1) The catalyst class is: 229. Product: [F:3][C:4]1[C:11]([O:12][CH3:13])=[CH:10][CH:9]=[CH:8][C:5]=1/[CH:6]=[CH:15]/[CH:14]=[O:16]. Reactant: [OH-].[K+].[F:3][C:4]1[C:11]([O:12][CH3:13])=[CH:10][CH:9]=[CH:8][C:5]=1[CH:6]=O.[CH:14](=[O:16])[CH3:15]. (2) Reactant: CS(O)(=O)=O.[O:6]=[C:7]1[N:20]([CH:21]2[CH2:26][CH2:25][NH:24][CH2:23][CH2:22]2)[CH2:19][C:11]2[C:12]3[CH:13]=[N:14][NH:15][C:16]=3[CH:17]=[CH:18][C:10]=2[CH2:9][C@H:8]1[NH:27][C:28](=[O:37])[O:29][CH2:30][C:31]1[CH:36]=[CH:35][CH:34]=[CH:33][CH:32]=1.C(N(CC)CC)C.[C:45](OC(=O)C)(=[O:47])[CH3:46].C(=O)([O-])[O-].[K+].[K+]. Product: [C:45]([N:24]1[CH2:25][CH2:26][CH:21]([N:20]2[C:7](=[O:6])[C@H:8]([NH:27][C:28](=[O:37])[O:29][CH2:30][C:31]3[CH:36]=[CH:35][CH:34]=[CH:33][CH:32]=3)[CH2:9][C:10]3[CH:18]=[CH:17][C:16]4[NH:15][N:14]=[CH:13][C:12]=4[C:11]=3[CH2:19]2)[CH2:22][CH2:23]1)(=[O:47])[CH3:46]. The catalyst class is: 4. (3) Reactant: [ClH:1].O1CCOCC1.[CH:8]([C:11]1[CH:15]=[C:14]([C:16]2[CH:32]=[CH:31][C:19]([O:20][CH2:21][CH2:22][NH:23]C(=O)OC(C)(C)C)=[CH:18][CH:17]=2)[N:13]([C:33]2[CH:38]=[CH:37][C:36]([O:39][CH3:40])=[CH:35][CH:34]=2)[N:12]=1)([CH3:10])[CH3:9]. Product: [ClH:1].[CH:8]([C:11]1[CH:15]=[C:14]([C:16]2[CH:32]=[CH:31][C:19]([O:20][CH2:21][CH2:22][NH2:23])=[CH:18][CH:17]=2)[N:13]([C:33]2[CH:34]=[CH:35][C:36]([O:39][CH3:40])=[CH:37][CH:38]=2)[N:12]=1)([CH3:10])[CH3:9]. The catalyst class is: 4. (4) Reactant: [F:1][C:2]1[CH:7]=[CH:6][CH:5]=[C:4]([N+:8]([O-:10])=[O:9])[C:3]=1F.C(N(C(C)C)CC)(C)C.[OH:21][CH2:22][C:23]1[N:24]=[CH:25][NH:26][CH:27]=1. Product: [F:1][C:2]1[CH:3]=[C:4]([N+:8]([O-:10])=[O:9])[CH:5]=[CH:6][C:7]=1[N:26]1[CH:27]=[C:23]([CH2:22][OH:21])[N:24]=[CH:25]1. The catalyst class is: 6. (5) Reactant: [F:1][C:2]([F:17])([F:16])[C:3]1[CH:4]=[C:5]([C:9]2[S:10][CH:11]=[C:12]([CH2:14][OH:15])[N:13]=2)[CH:6]=[CH:7][CH:8]=1.[C:18](Cl)(=[O:20])[CH3:19].C(N(CC)CC)C. Product: [C:18]([O:15][CH2:14][C:12]1[N:13]=[C:9]([C:5]2[CH:6]=[CH:7][CH:8]=[C:3]([C:2]([F:1])([F:16])[F:17])[CH:4]=2)[S:10][CH:11]=1)(=[O:20])[CH3:19]. The catalyst class is: 7.